Predict the product of the given reaction. From a dataset of Forward reaction prediction with 1.9M reactions from USPTO patents (1976-2016). (1) Given the reactants [Cl:1][C:2]1[CH:3]=[C:4]([CH:38]=[CH:39][C:40]=1[F:41])[C:5]([NH:7][C:8]1[N:13]=[CH:12][C:11]([NH:14][C:15]2[C:24]3[C:19](=[CH:20][C:21]([O:27][CH2:28][CH:29]4[CH2:34][CH2:33][N:32]([CH2:35][CH2:36][OH:37])[CH2:31][CH2:30]4)=[C:22]([O:25][CH3:26])[CH:23]=3)[N:18]=[CH:17][N:16]=2)=[CH:10][N:9]=1)=[O:6].N1C=NN=N1.C(N(CC)[P:50]([O:59][CH2:60][C:61]1[CH:66]=[CH:65][CH:64]=[CH:63][CH:62]=1)[O:51][CH2:52][C:53]1[CH:58]=[CH:57][CH:56]=[CH:55][CH:54]=1)C.ClC1C=C(C=CC=1)C(OO)=[O:74].S(S([O-])=O)([O-])(=O)=O.[Na+].[Na+], predict the reaction product. The product is: [NH3:7].[P:50]([O:37][CH2:36][CH2:35][N:32]1[CH2:31][CH2:30][CH:29]([CH2:28][O:27][C:21]2[CH:20]=[C:19]3[C:24]([C:15]([NH:14][C:11]4[CH:10]=[N:9][C:8]([NH:7][C:5](=[O:6])[C:4]5[CH:38]=[CH:39][C:40]([F:41])=[C:2]([Cl:1])[CH:3]=5)=[N:13][CH:12]=4)=[N:16][CH:17]=[N:18]3)=[CH:23][C:22]=2[O:25][CH3:26])[CH2:34][CH2:33]1)([O:51][CH2:52][C:53]1[CH:54]=[CH:55][CH:56]=[CH:57][CH:58]=1)([O:59][CH2:60][C:61]1[CH:62]=[CH:63][CH:64]=[CH:65][CH:66]=1)=[O:74]. (2) Given the reactants [CH2:1]([O:3][C:4]([C:6]1[CH:7]=[N:8][C:9]2[C:14]([C:15]=1Cl)=[CH:13][CH:12]=[CH:11][C:10]=2[O:17][CH3:18])=[O:5])[CH3:2].[CH2:19]([NH2:26])[C:20]1[CH:25]=[CH:24][CH:23]=[CH:22][CH:21]=1, predict the reaction product. The product is: [CH2:1]([O:3][C:4]([C:6]1[CH:7]=[N:8][C:9]2[C:14]([C:15]=1[NH:26][CH2:19][C:20]1[CH:25]=[CH:24][CH:23]=[CH:22][CH:21]=1)=[CH:13][CH:12]=[CH:11][C:10]=2[O:17][CH3:18])=[O:5])[CH3:2]. (3) Given the reactants [NH2:1][C:2]1[C:15]2[C:14](=[O:16])[C:13]3[C:8](=[CH:9][CH:10]=[CH:11][CH:12]=3)[C:7](=[O:17])[C:6]=2[CH:5]=[CH:4][C:3]=1[NH2:18].[S:19](Cl)(Cl)=O.C(N(CC)CC)C, predict the reaction product. The product is: [CH:10]1[CH:11]=[CH:12][C:13]2[C:14](=[O:16])[C:15]3[C:2]4=[N:1][S:19][N:18]=[C:3]4[CH:4]=[CH:5][C:6]=3[C:7](=[O:17])[C:8]=2[CH:9]=1.